This data is from Reaction yield outcomes from USPTO patents with 853,638 reactions. The task is: Predict the reaction yield, written as a fraction of the theoretical maximum amount of product (1.0 means a 100% yield; for example, 0.34 means a 34% yield). (1) The reactants are [CH3:1][O:2][C:3]([NH2:5])=N.Cl.C[O:8][C:9](=O)[CH2:10][C:11]#[N:12].[CH3:14][O-].[Na+]. The catalyst is CO. The product is [CH3:1][O:2][CH:3]1[CH2:14][C:11](=[NH:12])[CH2:10][C:9](=[O:8])[NH:5]1. The yield is 0.760. (2) The reactants are [Si]([O:8][C@H:9]1[CH2:13][N:12]([C:14]2[CH:19]=[CH:18][N:17]3[N:20]=[CH:21][C:22]([C:23]([O:25]CC)=[O:24])=[C:16]3[N:15]=2)[C@@H:11]([C:28]2[CH:33]=[CH:32][CH:31]=[C:30]([F:34])[CH:29]=2)[CH2:10]1)(C(C)(C)C)(C)C.[Li+].[OH-]. The catalyst is CCO. The product is [F:34][C:30]1[CH:29]=[C:28]([C@H:11]2[CH2:10][C@@H:9]([OH:8])[CH2:13][N:12]2[C:14]2[CH:19]=[CH:18][N:17]3[N:20]=[CH:21][C:22]([C:23]([OH:25])=[O:24])=[C:16]3[N:15]=2)[CH:33]=[CH:32][CH:31]=1. The yield is 0.860.